Predict the product of the given reaction. From a dataset of Forward reaction prediction with 1.9M reactions from USPTO patents (1976-2016). (1) Given the reactants [Cl:1][C:2]1[CH:10]=[CH:9][CH:8]=[C:7]2[C:3]=1[CH:4]=[CH:5][N:6]2[CH2:11][CH2:12][O:13][CH:14]1[CH2:16][CH2:15]1.[F:17][C:18]([F:29])([F:28])[C:19](O[C:19](=[O:20])[C:18]([F:29])([F:28])[F:17])=[O:20], predict the reaction product. The product is: [Cl:1][C:2]1[CH:10]=[CH:9][CH:8]=[C:7]2[C:3]=1[C:4]([C:19](=[O:20])[C:18]([F:29])([F:28])[F:17])=[CH:5][N:6]2[CH2:11][CH2:12][O:13][CH:14]1[CH2:16][CH2:15]1. (2) Given the reactants Br[CH:2]1[CH2:8][CH2:7][O:6][C:5]2[CH:9]=[C:10]([N:13]3[CH2:17][CH:16]([CH2:18][NH:19][C:20](=[O:22])[CH3:21])[O:15][C:14]3=[O:23])[CH:11]=[CH:12][C:4]=2[C:3]1=O.[C:25]([NH2:28])(=[NH:27])[CH3:26].C(OCC)(=O)C, predict the reaction product. The product is: [CH3:26][C:25]1[NH:27][C:2]2[CH2:8][CH2:7][O:6][C:5]3[CH:9]=[C:10]([N:13]4[CH2:17][CH:16]([CH2:18][NH:19][C:20](=[O:22])[CH3:21])[O:15][C:14]4=[O:23])[CH:11]=[CH:12][C:4]=3[C:3]=2[N:28]=1. (3) Given the reactants [O:1]1[CH:6]=[CH:5][CH2:4][CH2:3][CH2:2]1.[Br:7][CH2:8][CH2:9][CH2:10][CH2:11][C:12]([CH3:22])([C:15]1[CH:20]=[CH:19][C:18]([CH3:21])=[CH:17][CH:16]=1)[CH2:13][OH:14], predict the reaction product. The product is: [Br:7][CH2:8][CH2:9][CH2:10][CH2:11][C:12]([CH3:22])([C:15]1[CH:20]=[CH:19][C:18]([CH3:21])=[CH:17][CH:16]=1)[CH2:13][O:14][CH:6]1[CH2:5][CH2:4][CH2:3][CH2:2][O:1]1. (4) Given the reactants [F:1][C:2]1[CH:7]=[CH:6][CH:5]=[C:4]([I:8])[C:3]=1[CH2:9][C:10]([O:12]CC)=[O:11].[OH-].[Na+].Cl, predict the reaction product. The product is: [F:1][C:2]1[CH:7]=[CH:6][CH:5]=[C:4]([I:8])[C:3]=1[CH2:9][C:10]([OH:12])=[O:11]. (5) Given the reactants [F:1][C:2]1[CH:3]=[C:4]2[C:8](=[CH:9][CH:10]=1)[NH:7][C:6](=[O:11])[C:5]2=[C:12]1[C:20]2[C:15](=[CH:16][C:17]([CH2:21][CH2:22][CH2:23]OS(C)(=O)=O)=[CH:18][CH:19]=2)[CH:14]([CH3:29])[O:13]1.[NH:30]1[CH2:35][CH2:34][O:33][CH2:32][CH2:31]1, predict the reaction product. The product is: [F:1][C:2]1[CH:3]=[C:4]2[C:8](=[CH:9][CH:10]=1)[NH:7][C:6](=[O:11])[C:5]2=[C:12]1[C:20]2[C:15](=[CH:16][C:17]([CH2:21][CH2:22][CH2:23][N:30]3[CH2:35][CH2:34][O:33][CH2:32][CH2:31]3)=[CH:18][CH:19]=2)[CH:14]([CH3:29])[O:13]1. (6) Given the reactants [Br:1][C:2]1[CH:9]=[CH:8][C:5]([CH:6]=[O:7])=[CH:4][N:3]=1.[CH2:10](O)[CH2:11][OH:12].C1(C)C=CC(S(O)(=O)=O)=CC=1.O, predict the reaction product. The product is: [Br:1][C:2]1[CH:9]=[CH:8][C:5]([CH:6]2[O:12][CH2:11][CH2:10][O:7]2)=[CH:4][N:3]=1. (7) Given the reactants I[C:2]1[N:3]=[CH:4][N:5]([C:7]([C:20]2[CH:25]=[CH:24][CH:23]=[CH:22][CH:21]=2)([C:14]2[CH:19]=[CH:18][CH:17]=[CH:16][CH:15]=2)[C:8]2[CH:13]=[CH:12][CH:11]=[CH:10][CH:9]=2)[CH:6]=1.C([Mg]Br)C.CON(C)[C:33]([C:35]1[C:40]2=[N:41][S:42][N:43]=[C:39]2[CH:38]=[CH:37][CH:36]=1)=[O:34], predict the reaction product. The product is: [N:43]1[S:42][N:41]=[C:40]2[C:35]([C:33]([C:2]3[N:3]=[CH:4][N:5]([C:7]([C:8]4[CH:9]=[CH:10][CH:11]=[CH:12][CH:13]=4)([C:20]4[CH:25]=[CH:24][CH:23]=[CH:22][CH:21]=4)[C:14]4[CH:19]=[CH:18][CH:17]=[CH:16][CH:15]=4)[CH:6]=3)=[O:34])=[CH:36][CH:37]=[CH:38][C:39]=12. (8) Given the reactants [Li+].C[Si]([N-][Si](C)(C)C)(C)C.[CH2:11]([C@@:18]12[CH2:31][CH2:30][C@:29]([O:36][Si:37]([CH2:42][CH3:43])([CH2:40][CH3:41])[CH2:38][CH3:39])([C:32]([F:35])([F:34])[F:33])[CH2:28][C@H:27]1[CH:26]=[C:25]([CH3:44])[C:24]1[CH:23]=[C:22]([C:45](OC)=[O:46])[CH:21]=[CH:20][C:19]2=1)[C:12]1[CH:17]=[CH:16][CH:15]=[CH:14][CH:13]=1.[NH2:49][C:50]1[C:51]([CH3:56])=[N:52][CH:53]=[CH:54][CH:55]=1.C([O-])(O)=O.[Na+], predict the reaction product. The product is: [CH2:11]([C@@:18]12[CH2:31][CH2:30][C@:29]([O:36][Si:37]([CH2:42][CH3:43])([CH2:40][CH3:41])[CH2:38][CH3:39])([C:32]([F:34])([F:35])[F:33])[CH2:28][C@H:27]1[CH:26]=[C:25]([CH3:44])[C:24]1[CH:23]=[C:22]([C:45]([NH:49][C:50]3[C:51]([CH3:56])=[N:52][CH:53]=[CH:54][CH:55]=3)=[O:46])[CH:21]=[CH:20][C:19]2=1)[C:12]1[CH:17]=[CH:16][CH:15]=[CH:14][CH:13]=1. (9) Given the reactants [OH:1][C:2]1[C:9]([CH3:10])=[CH:8][C:5]([CH:6]=[O:7])=[CH:4][C:3]=1[CH3:11].Br[CH2:13][CH2:14][CH2:15][CH2:16][OH:17].C([O-])([O-])=O.[Cs+].[Cs+].O, predict the reaction product. The product is: [OH:17][CH2:16][CH2:15][CH2:14][CH2:13][O:1][C:2]1[C:3]([CH3:11])=[CH:4][C:5]([CH:6]=[O:7])=[CH:8][C:9]=1[CH3:10].